From a dataset of Full USPTO retrosynthesis dataset with 1.9M reactions from patents (1976-2016). Predict the reactants needed to synthesize the given product. (1) Given the product [C:1]([C:3]1[CH:4]=[C:5]([CH:10]=[CH:11][C:12]=1[O:13][CH:14]([CH3:16])[CH3:15])[C:6]([O:8][C:9]1[C:29]([F:30])=[C:28]([F:31])[C:27]([F:32])=[C:26]([F:33])[C:25]=1[F:34])=[O:7])#[N:2], predict the reactants needed to synthesize it. The reactants are: [C:1]([C:3]1[CH:4]=[C:5]([CH:10]=[CH:11][C:12]=1[O:13][CH:14]([CH3:16])[CH3:15])[C:6]([O:8][CH3:9])=[O:7])#[N:2].[OH-].[Na+].FC(F)(F)C(OC1[C:29]([F:30])=[C:28]([F:31])[C:27]([F:32])=[C:26]([F:33])[C:25]=1[F:34])=O.C(N(CC)CC)C. (2) Given the product [Cl:8][C:9]1[C:10]([F:16])=[C:11]([OH:15])[CH:12]=[CH:13][C:14]=1[Cl:17], predict the reactants needed to synthesize it. The reactants are: FC(F)(F)C(O)=O.[Cl:8][C:9]1[C:10]([F:16])=[C:11]([OH:15])[CH:12]=[CH:13][CH:14]=1.[Cl:17]N1C(=O)CCC1=O. (3) Given the product [Cl:1][C:2]1[CH:7]=[CH:6][C:5]([O:8][CH3:9])=[C:4]([C:10]2[NH:20][C:14]3[C:13]([CH:11]=2)=[C:18]([F:19])[CH:17]=[CH:16][CH:15]=3)[CH:3]=1, predict the reactants needed to synthesize it. The reactants are: [Cl:1][C:2]1[CH:7]=[CH:6][C:5]([O:8][CH3:9])=[C:4]([C:10]#[CH:11])[CH:3]=1.Br[C:13]1[C:18]([F:19])=[CH:17][CH:16]=[CH:15][C:14]=1[NH:20]C(=O)C(F)(F)F.O. (4) Given the product [CH2:1]([O:8][C:9](=[O:20])[NH:10][C:11]1[S:12][C:13]([C:23]2[CH:24]=[CH:25][CH:26]=[CH:27][C:22]=2[F:21])=[CH:14][C:15]=1[C:16]([NH2:18])=[O:17])[C:2]1[CH:7]=[CH:6][CH:5]=[CH:4][CH:3]=1, predict the reactants needed to synthesize it. The reactants are: [CH2:1]([O:8][C:9](=[O:20])[NH:10][C:11]1[S:12][C:13](I)=[CH:14][C:15]=1[C:16]([NH2:18])=[O:17])[C:2]1[CH:7]=[CH:6][CH:5]=[CH:4][CH:3]=1.[F:21][C:22]1[CH:27]=[CH:26][CH:25]=[CH:24][C:23]=1B(O)O. (5) Given the product [ClH:5].[CH3:8][N:9]1[CH2:14][CH2:13][N:12]([C:1]([O:2][CH:3]([Cl:5])[CH3:4])=[O:6])[CH2:11][CH2:10]1, predict the reactants needed to synthesize it. The reactants are: [C:1](Cl)(=[O:6])[O:2][CH:3]([Cl:5])[CH3:4].[CH3:8][N:9]1[CH2:14][CH2:13][NH:12][CH2:11][CH2:10]1.N1C=CC=CC=1. (6) Given the product [Cl:17][C:18]1[C:23]([Cl:24])=[CH:22][CH:21]=[CH:20][C:19]=1/[CH:25]=[CH:26]/[C:27]([NH:16][C:13]1[CH:14]=[CH:15][N:11]([CH2:10][C:8]2[O:9][C:5]([C:2]([F:1])([F:4])[CH3:3])=[CH:6][CH:7]=2)[N:12]=1)=[O:28], predict the reactants needed to synthesize it. The reactants are: [F:1][C:2]([C:5]1[O:9][C:8]([CH2:10][N:11]2[CH:15]=[CH:14][C:13]([NH2:16])=[N:12]2)=[CH:7][CH:6]=1)([F:4])[CH3:3].[Cl:17][C:18]1[C:23]([Cl:24])=[CH:22][CH:21]=[CH:20][C:19]=1/[CH:25]=[CH:26]/[C:27](O)=[O:28]. (7) The reactants are: FC1C=CC(C2N=CN(C3CCNCC3)C=2C2C=CC3N(C=C(N)N=3)N=2)=CC=1.C([NH:32][C:33]1[N:34]=[C:35]2[CH:40]=[CH:39][C:38]([C:41]3[N:45]([CH:46]4[CH2:51][CH2:50][N:49](C(OC(C)(C)C)=O)[CH2:48][CH2:47]4)[C:44]([CH3:59])=[N:43][C:42]=3[C:60]3[CH:65]=[CH:64][C:63]([F:66])=[CH:62][CH:61]=3)=[N:37][N:36]2[CH:67]=1)(=O)C.Cl. Given the product [F:66][C:63]1[CH:64]=[CH:65][C:60]([C:42]2[N:43]=[C:44]([CH3:59])[N:45]([CH:46]3[CH2:51][CH2:50][NH:49][CH2:48][CH2:47]3)[C:41]=2[C:38]2[CH:39]=[CH:40][C:35]3[N:36]([CH:67]=[C:33]([NH2:32])[N:34]=3)[N:37]=2)=[CH:61][CH:62]=1, predict the reactants needed to synthesize it.